From a dataset of Reaction yield outcomes from USPTO patents with 853,638 reactions. Predict the reaction yield, written as a fraction of the theoretical maximum amount of product (1.0 means a 100% yield; for example, 0.34 means a 34% yield). The yield is 0.800. The reactants are [NH2:1][C:2]1[C:11]([Cl:12])=[CH:10][C:5]([C:6]([O:8][CH3:9])=[O:7])=[C:4]([O:13][CH3:14])[CH:3]=1.[C:15](OC(=O)C)(=[O:17])[CH3:16]. The product is [C:15]([NH:1][C:2]1[C:11]([Cl:12])=[CH:10][C:5]([C:6]([O:8][CH3:9])=[O:7])=[C:4]([O:13][CH3:14])[CH:3]=1)(=[O:17])[CH3:16]. The catalyst is CC(O)=O.